From a dataset of Forward reaction prediction with 1.9M reactions from USPTO patents (1976-2016). Predict the product of the given reaction. (1) Given the reactants [CH3:1][C:2]1[CH:7]=[CH:6][CH:5]=[C:4](/[CH:8]=[CH:9]/[N+:10]([O-])=O)[CH:3]=1.[Li+].[BH4-].C[Si](Cl)(C)C, predict the reaction product. The product is: [C:2]1([CH3:1])[CH:7]=[CH:6][CH:5]=[C:4]([CH2:8][CH2:9][NH2:10])[CH:3]=1. (2) Given the reactants [CH3:1][C:2]1[N:3]=[C:4]([CH2:16][CH2:17][CH3:18])[N:5]([C:7]2[N:8]=[CH:9][S:10][C:11]=2[NH:12][C:13](=O)[CH3:14])[CH:6]=1.[P].O=P12OP3(OP(OP(O3)(O1)=O)(=O)O2)=O, predict the reaction product. The product is: [CH3:14][C:13]1[C:6]2[N:5]([C:4]([CH2:16][CH2:17][CH3:18])=[N:3][C:2]=2[CH3:1])[C:7]2[N:8]=[CH:9][S:10][C:11]=2[N:12]=1. (3) The product is: [Br:1][C:2]1[CH:3]=[CH:4][CH:5]=[C:6]([CH2:8][Br:28])[N:7]=1. Given the reactants [Br:1][C:2]1[N:7]=[C:6]([CH2:8]O)[CH:5]=[CH:4][CH:3]=1.C(N(C(C)C)CC)(C)C.CS(OS(C)(=O)=O)(=O)=O.[Br-:28].[Li+].C(=O)(O)[O-].[Na+], predict the reaction product. (4) Given the reactants [F:1][C:2]1[CH:7]=[CH:6][CH:5]=[CH:4][C:3]=1[N:8]1[C:16]2[C:11](=[C:12]([N:17]3[CH2:21][CH2:20][NH:19][C:18]3=[O:22])[CH:13]=[CH:14][CH:15]=2)[CH:10]=[N:9]1.[H-].[Na+].Cl[CH2:26][C:27]1[O:28][CH:29]=[CH:30][N:31]=1, predict the reaction product. The product is: [F:1][C:2]1[CH:7]=[CH:6][CH:5]=[CH:4][C:3]=1[N:8]1[C:16]2[C:11](=[C:12]([N:17]3[CH2:21][CH2:20][N:19]([CH2:26][C:27]4[O:28][CH:29]=[CH:30][N:31]=4)[C:18]3=[O:22])[CH:13]=[CH:14][CH:15]=2)[CH:10]=[N:9]1. (5) Given the reactants [Br:1][C:2]1[CH:7]=[CH:6][C:5]([C:8](=[O:13])[C:9]([F:12])([F:11])[F:10])=[C:4]([CH3:14])[CH:3]=1.BrC1C=CC([C@@H](O)C(F)(F)F)=C(N2C=CC(C)=N2)C=1, predict the reaction product. The product is: [Br:1][C:2]1[CH:7]=[CH:6][C:5]([C@@H:8]([OH:13])[C:9]([F:11])([F:12])[F:10])=[C:4]([CH3:14])[CH:3]=1. (6) The product is: [Br:39][C:40]1[CH:41]=[N:42][CH:43]=[C:44](/[CH:45]=[CH:6]/[C:5]2[CH:15]=[CH:16][CH:17]=[C:3]([O:2][CH3:1])[CH:4]=2)[CH:47]=1. Given the reactants [CH3:1][O:2][C:3]1[CH:4]=[C:5]([CH:15]=[CH:16][CH:17]=1)[CH2:6]P(=O)(OCC)OCC.C[O-].[Na+].C1OCCOCCOCCOCCOCCOC1.[Br:39][C:40]1[CH:41]=[N:42][CH:43]=[C:44]([CH:47]=1)[CH:45]=O, predict the reaction product.